This data is from Reaction yield outcomes from USPTO patents with 853,638 reactions. The task is: Predict the reaction yield, written as a fraction of the theoretical maximum amount of product (1.0 means a 100% yield; for example, 0.34 means a 34% yield). The reactants are Cl[C:2]1[CH:7]=[CH:6][N:5]=[C:4]2[NH:8][CH:9]=[CH:10][C:3]=12.O.[CH3:12][N:13](C)C=O. The catalyst is [C-]#N.[Zn+2].[C-]#N.C1C=CC(P(C2C=CC=CC=2)[C-]2C=CC=C2)=CC=1.C1C=CC(P(C2C=CC=CC=2)[C-]2C=CC=C2)=CC=1.Cl[Pd]Cl.[Fe+2]. The product is [NH:8]1[C:4]2[N:5]=[CH:6][CH:7]=[C:2]([C:12]#[N:13])[C:3]=2[CH:10]=[CH:9]1. The yield is 0.910.